This data is from Peptide-MHC class I binding affinity with 185,985 pairs from IEDB/IMGT. The task is: Regression. Given a peptide amino acid sequence and an MHC pseudo amino acid sequence, predict their binding affinity value. This is MHC class I binding data. (1) The peptide sequence is TRAVGKPLL. The MHC is HLA-A02:03 with pseudo-sequence HLA-A02:03. The binding affinity (normalized) is 0.0847. (2) The peptide sequence is ERKVDFLEENI. The MHC is Mamu-B08 with pseudo-sequence Mamu-B08. The binding affinity (normalized) is 0.202. (3) The peptide sequence is YVPTEFWGF. The MHC is HLA-B08:03 with pseudo-sequence HLA-B08:03. The binding affinity (normalized) is 0.0847. (4) The binding affinity (normalized) is 0.0847. The MHC is HLA-B46:01 with pseudo-sequence HLA-B46:01. The peptide sequence is IRKPKHLYV.